The task is: Predict the reactants needed to synthesize the given product.. This data is from Full USPTO retrosynthesis dataset with 1.9M reactions from patents (1976-2016). (1) Given the product [Cl:22][C:23]1[CH:24]=[C:25]([CH:29]=[CH:30][N:31]=1)[C:26]([NH:7][NH2:8])=[O:27], predict the reactants needed to synthesize it. The reactants are: C1C=CC2N(O)[N:8]=[N:7]C=2C=1.CCN=C=NCCCN(C)C.[Cl:22][C:23]1[CH:24]=[C:25]([CH:29]=[CH:30][N:31]=1)[C:26](O)=[O:27].O.NN. (2) Given the product [F:35][C:20]([F:19])([F:36])[C:21]1[CH:22]=[C:23]([CH:24]=[CH:25][CH:26]=1)[O:27][C:28]1[S:32][C:31]([CH2:33][NH:34][C:11](=[O:13])[C:10]2[CH:14]=[CH:15][CH:16]=[N:17][C:9]=2[NH2:8])=[CH:30][CH:29]=1, predict the reactants needed to synthesize it. The reactants are: C(N(CC)CC)C.[NH2:8][C:9]1[N:17]=[CH:16][CH:15]=[CH:14][C:10]=1[C:11]([OH:13])=O.Cl.[F:19][C:20]([F:36])([F:35])[C:21]1[CH:22]=[C:23]([O:27][C:28]2[S:32][C:31]([CH2:33][NH2:34])=[CH:30][CH:29]=2)[CH:24]=[CH:25][CH:26]=1.CN([P+](ON1N=NC2C=CC=CC1=2)(N(C)C)N(C)C)C.F[P-](F)(F)(F)(F)F. (3) Given the product [CH3:1][O:22][C:21]([C@H:18]1[CH2:17][CH2:16][C@H:15]([NH:14][C:12]([O:11][C:7]([CH3:10])([CH3:8])[CH3:9])=[O:13])[CH2:20][CH2:19]1)=[O:23], predict the reactants needed to synthesize it. The reactants are: [C:1](=O)([O-])[O-].[K+].[K+].[C:7]([O:11][C:12]([NH:14][C@H:15]1[CH2:20][CH2:19][C@H:18]([C:21]([OH:23])=[O:22])[CH2:17][CH2:16]1)=[O:13])([CH3:10])([CH3:9])[CH3:8].CI.